Task: Predict which catalyst facilitates the given reaction.. Dataset: Catalyst prediction with 721,799 reactions and 888 catalyst types from USPTO (1) Reactant: Cl[C:2]1[N:7]=[C:6]([O:8][C:9]2[C:18]3[C:13](=[CH:14][CH:15]=[CH:16][CH:17]=3)[C:12]([NH:19][C:20]([NH:22][C:23]3[N:27]([C:28]4[CH:33]=[CH:32][C:31]([CH3:34])=[CH:30][CH:29]=4)[N:26]=[C:25]([CH:35]([CH3:37])[CH3:36])[CH:24]=3)=[O:21])=[CH:11][CH:10]=2)[CH:5]=[CH:4][N:3]=1.[C:38]([C:40]1[CH:41]=[C:42]([CH:44]=[CH:45][CH:46]=1)[NH2:43])#[CH:39].C([O-])(O)=O.[Na+]. Product: [C:38]([C:40]1[CH:41]=[C:42]([NH:43][C:2]2[N:7]=[C:6]([O:8][C:9]3[C:18]4[C:13](=[CH:14][CH:15]=[CH:16][CH:17]=4)[C:12]([NH:19][C:20]([NH:22][C:23]4[N:27]([C:28]5[CH:33]=[CH:32][C:31]([CH3:34])=[CH:30][CH:29]=5)[N:26]=[C:25]([CH:35]([CH3:36])[CH3:37])[CH:24]=4)=[O:21])=[CH:11][CH:10]=3)[CH:5]=[CH:4][N:3]=2)[CH:44]=[CH:45][CH:46]=1)#[CH:39]. The catalyst class is: 3. (2) Reactant: Br[C:2]1[CH:3]=[C:4]2[C:8](=[CH:9][CH:10]=1)[NH:7][N:6]=[C:5]2[C:11]([NH:13][C:14]1[CH:15]=[N:16][CH:17]=[CH:18][CH:19]=1)=[O:12].[F:20][C:21]1[CH:22]=[C:23](B(O)O)[CH:24]=[N:25][CH:26]=1.P([O-])([O-])([O-])=O.[K+].[K+].[K+].O. Product: [F:20][C:21]1[CH:22]=[C:23]([C:2]2[CH:3]=[C:4]3[C:8](=[CH:9][CH:10]=2)[NH:7][N:6]=[C:5]3[C:11]([NH:13][C:14]2[CH:15]=[N:16][CH:17]=[CH:18][CH:19]=2)=[O:12])[CH:24]=[N:25][CH:26]=1. The catalyst class is: 455. (3) Reactant: C(=O)([O-])[O-].[K+].[K+].[F:7][C:8]1[CH:13]=[CH:12][C:11]([F:14])=[CH:10][C:9]=1[OH:15].CS([C:20]1[N:21]=[C:22]([O:46][CH2:47][CH2:48][CH3:49])[C:23]2[N:28]=[C:27]([C:29]3[CH:43]=[C:42]([CH3:44])[C:32]([O:33][CH2:34][C:35]([O:37][C:38]([CH3:41])([CH3:40])[CH3:39])=[O:36])=[C:31]([CH3:45])[CH:30]=3)[O:26][C:24]=2[N:25]=1)(=O)=O.S(=O)(=O)(O)[O-].[Na+]. Product: [F:7][C:8]1[CH:13]=[CH:12][C:11]([F:14])=[CH:10][C:9]=1[O:15][C:20]1[N:21]=[C:22]([O:46][CH2:47][CH2:48][CH3:49])[C:23]2[N:28]=[C:27]([C:29]3[CH:30]=[C:31]([CH3:45])[C:32]([O:33][CH2:34][C:35]([O:37][C:38]([CH3:39])([CH3:40])[CH3:41])=[O:36])=[C:42]([CH3:44])[CH:43]=3)[O:26][C:24]=2[N:25]=1. The catalyst class is: 35. (4) Reactant: [F:1][C:2]1[CH:3]=[N:4][C:5]([N:8]2[CH2:16][C@@H:15]3[C@@:10]([C:26]4[S:27][CH:28]=[CH:29][CH:30]=4)([N:11]=[C:12]([NH:17]C(=O)C4C=CC=CC=4)[S:13][CH2:14]3)[CH2:9]2)=[N:6][CH:7]=1.[ClH:31].CON.N1C=CC=CC=1. Product: [ClH:31].[F:1][C:2]1[CH:7]=[N:6][C:5]([N:8]2[CH2:16][C@@H:15]3[C@@:10]([C:26]4[S:27][CH:28]=[CH:29][CH:30]=4)([N:11]=[C:12]([NH2:17])[S:13][CH2:14]3)[CH2:9]2)=[N:4][CH:3]=1. The catalyst class is: 8. (5) Reactant: Cl[C:2]1[N:7]=[CH:6][C:5]([CH2:8][C:9]2[C:10]([CH3:20])=[CH:11][C:12]([OH:19])=[C:13]([CH:18]=2)[C:14]([O:16][CH3:17])=[O:15])=[CH:4][CH:3]=1.C1COCC1.[CH3:26][C:27]1[CH:32]=[C:31](B2OC(C)(C)C(C)(C)O2)[CH:30]=[CH:29][N:28]=1.C(=O)([O-])[O-].[K+].[K+]. Product: [OH:19][C:12]1[CH:11]=[C:10]([CH3:20])[C:9]([CH2:8][C:5]2[CH:4]=[CH:3][C:2]([C:31]3[CH:30]=[CH:29][N:28]=[C:27]([CH3:26])[CH:32]=3)=[N:7][CH:6]=2)=[CH:18][C:13]=1[C:14]([O:16][CH3:17])=[O:15]. The catalyst class is: 103. (6) Reactant: [Br:1][C:2]1[CH:3]=[C:4]([N+:15]([O-:17])=[O:16])[C:5]([C:8]2[CH:13]=[CH:12][C:11]([OH:14])=[CH:10][CH:9]=2)=[N:6][CH:7]=1.CCN(C(C)C)C(C)C.Cl[CH2:28][O:29][CH3:30]. Product: [Br:1][C:2]1[CH:3]=[C:4]([N+:15]([O-:17])=[O:16])[C:5]([C:8]2[CH:9]=[CH:10][C:11]([O:14][CH2:28][O:29][CH3:30])=[CH:12][CH:13]=2)=[N:6][CH:7]=1. The catalyst class is: 91. (7) The catalyst class is: 20. Product: [C:14]([O:13][C:12]([NH:11][CH2:10][CH:9]([N:19]([CH3:20])[C:37]([O:39][CH2:40][CH2:41][Si:42]([CH3:43])([CH3:44])[CH3:45])=[O:46])[CH2:8][C:2]1([OH:1])[CH2:3][CH2:4][CH2:5][CH2:6][CH2:7]1)=[O:18])([CH3:16])([CH3:17])[CH3:15]. Reactant: [OH:1][C:2]1([CH2:8][CH:9]([NH:19][CH3:20])[CH2:10][NH:11][C:12](=[O:18])[O:13][C:14]([CH3:17])([CH3:16])[CH3:15])[CH2:7][CH2:6][CH2:5][CH2:4][CH2:3]1.C1C2C(=CC=CC=2)C=CC=1.C([O-])([O-])=O.[K+].[K+].[C:37]([O:46]N1C(=O)CCC1=O)([O:39][CH2:40][CH2:41][Si:42]([CH3:45])([CH3:44])[CH3:43])=O.